Dataset: Full USPTO retrosynthesis dataset with 1.9M reactions from patents (1976-2016). Task: Predict the reactants needed to synthesize the given product. (1) Given the product [CH:1]1([N:6]2[CH2:12][C:11]([F:14])([F:13])[C:10](=[O:15])[N:9]([CH2:16][CH2:17][CH3:18])[C:8]3[CH:19]=[N:20][C:21]([NH:23][C:24]4[CH:25]=[CH:26][C:27]([C:28]([NH:41][CH3:40])=[O:30])=[CH:31][CH:32]=4)=[N:22][C:7]2=3)[CH2:5][CH2:4][CH2:3][CH2:2]1, predict the reactants needed to synthesize it. The reactants are: [CH:1]1([N:6]2[CH2:12][C:11]([F:14])([F:13])[C:10](=[O:15])[N:9]([CH2:16][CH2:17][CH3:18])[C:8]3[CH:19]=[N:20][C:21]([NH:23][C:24]4[CH:32]=[CH:31][C:27]([C:28]([OH:30])=O)=[CH:26][CH:25]=4)=[N:22][C:7]2=3)[CH2:5][CH2:4][CH2:3][CH2:2]1.F[P-](F)(F)(F)(F)F.[CH3:40][N:41](C(N(C)C)=[N+]1C2C(=NC=CC=2)[N+]([O-])=N1)C.C(N(C(C)C)CC)(C)C.CN. (2) Given the product [Cl:11][CH2:12][C:13]1[CH:18]=[CH:17][CH:16]=[CH:15][C:14]=1[C:19](=[CH:20][OH:21])[C:4]([O:7][CH3:8])=[O:9], predict the reactants needed to synthesize it. The reactants are: C(Cl)Cl.[CH:4]([O:9]C)([O:7][CH3:8])OC.[Cl:11][CH2:12][C:13]1[CH:18]=[CH:17][CH:16]=[CH:15][C:14]=1[CH2:19][C:20](OC)=[O:21]. (3) Given the product [Cl:35][C:19]1[C:18]2[C:17](=[O:36])[N:16]([CH2:15][C:14]3[C:9](=[O:8])[NH:10][C:11]([CH3:38])=[CH:12][C:13]=3[CH3:37])[CH2:25][CH2:24][C:23]=2[C:22]([C:26]([N:28]([CH3:30])[CH3:29])=[O:27])=[CH:21][C:20]=1[O:31][CH:32]([CH3:34])[CH3:33], predict the reactants needed to synthesize it. The reactants are: C([O:8][C:9]1[C:14]([CH2:15][N:16]2[CH2:25][CH2:24][C:23]3[C:22]([C:26]([N:28]([CH3:30])[CH3:29])=[O:27])=[CH:21][C:20]([O:31][CH:32]([CH3:34])[CH3:33])=[C:19]([Cl:35])[C:18]=3[C:17]2=[O:36])=[C:13]([CH3:37])[CH:12]=[C:11]([CH3:38])[N:10]=1)C1C=CC=CC=1.C(O)(C(F)(F)F)=O. (4) Given the product [C:49]1([S:55][C:2]2[CH:3]=[C:4]([CH:8]([N:12]3[CH:16]=[C:15]([C:17]4[C:18]5[CH:25]=[CH:24][N:23]([CH2:26][O:27][CH2:28][CH2:29][Si:30]([CH3:33])([CH3:32])[CH3:31])[C:19]=5[N:20]=[CH:21][N:22]=4)[CH:14]=[N:13]3)[CH2:9][C:10]#[N:11])[CH:5]=[N:6][CH:7]=2)[CH:54]=[CH:53][CH:52]=[CH:51][CH:50]=1, predict the reactants needed to synthesize it. The reactants are: Br[C:2]1[CH:3]=[C:4]([CH:8]([N:12]2[CH:16]=[C:15]([C:17]3[C:18]4[CH:25]=[CH:24][N:23]([CH2:26][O:27][CH2:28][CH2:29][Si:30]([CH3:33])([CH3:32])[CH3:31])[C:19]=4[N:20]=[CH:21][N:22]=3)[CH:14]=[N:13]2)[CH2:9][C:10]#[N:11])[CH:5]=[N:6][CH:7]=1.O1CCOCC1.CCN(C(C)C)C(C)C.[C:49]1([SH:55])[CH:54]=[CH:53][CH:52]=[CH:51][CH:50]=1. (5) Given the product [CH2:27]([O:26][C:24]1[CH:23]=[CH:22][C:19]2[C:20]3[S:21][C:12]([CH2:10][OH:9])=[CH:13][C:14]=3[C:15]3[CH:37]=[CH:36][CH:35]=[CH:34][C:16]=3[O:17][C:18]=2[CH:25]=1)[C:28]1[CH:29]=[CH:30][CH:31]=[CH:32][CH:33]=1, predict the reactants needed to synthesize it. The reactants are: [H-].[Al+3].[Li+].[H-].[H-].[H-].C([O:9][C:10]([C:12]1[S:21][C:20]2[C:19]3[CH:22]=[CH:23][C:24]([O:26][CH2:27][C:28]4[CH:33]=[CH:32][CH:31]=[CH:30][CH:29]=4)=[CH:25][C:18]=3[O:17][C:16]3[CH:34]=[CH:35][CH:36]=[CH:37][C:15]=3[C:14]=2[CH:13]=1)=O)C.O. (6) Given the product [CH3:22][S:1][C:2]1[O:3][C:4]2[C:13]3[CH:12]([CH2:14][CH2:15][NH:16][C:17](=[O:19])[CH3:18])[CH2:11][CH2:10][C:9]=3[CH:8]=[CH:7][C:5]=2[N:6]=1, predict the reactants needed to synthesize it. The reactants are: [SH:1][C:2]1[O:3][C:4]2[C:13]3[CH:12]([CH2:14][CH2:15][NH:16][C:17](=[O:19])[CH3:18])[CH2:11][CH2:10][C:9]=3[CH:8]=[CH:7][C:5]=2[N:6]=1.IC.[C:22](=O)([O-])[O-].[K+].[K+]. (7) Given the product [O:37]=[C:33]1[N:32]([C:28]2[CH:27]=[C:26]([CH2:25][CH:24]=[O:23])[CH:31]=[CH:30][CH:29]=2)[CH2:36][CH2:35][O:34]1, predict the reactants needed to synthesize it. The reactants are: CC(OI1(OC(C)=O)(OC(C)=O)OC(=O)C2C1=CC=CC=2)=O.[OH:23][CH2:24][CH2:25][C:26]1[CH:27]=[C:28]([N:32]2[CH2:36][CH2:35][O:34][C:33]2=[O:37])[CH:29]=[CH:30][CH:31]=1. (8) Given the product [Cl:24][C:21]1[CH:22]=[CH:23][C:9]2[CH:8]([CH2:25][CH:26]([CH3:27])[CH3:28])[C:7](=[O:29])[N:6]([CH2:5][C:4]([OH:30])=[O:3])[CH2:12][CH:11]([C:13]3[CH:18]=[CH:17][CH:16]=[CH:15][C:14]=3[Cl:19])[C:10]=2[CH:20]=1, predict the reactants needed to synthesize it. The reactants are: C([O:3][C:4](=[O:30])[CH2:5][N:6]1[CH2:12][CH:11]([C:13]2[CH:18]=[CH:17][CH:16]=[CH:15][C:14]=2[Cl:19])[C:10]2[CH:20]=[C:21]([Cl:24])[CH:22]=[CH:23][C:9]=2[CH:8]([CH2:25][CH:26]([CH3:28])[CH3:27])[C:7]1=[O:29])C.[OH-].[Na+].Cl.ClCCl. (9) The reactants are: [C:1]1([C:7]2([C:20](=[O:23])[CH2:21][CH3:22])[CH2:12][CH2:11][N:10]([C:13]([O:15][C:16]([CH3:19])([CH3:18])[CH3:17])=[O:14])[CH2:9][CH2:8]2)[CH:6]=[CH:5][CH:4]=[CH:3][CH:2]=1.C(O)(=O)C. Given the product [CH:1]1([C:7]2([C:20](=[O:23])[CH2:21][CH3:22])[CH2:8][CH2:9][N:10]([C:13]([O:15][C:16]([CH3:18])([CH3:19])[CH3:17])=[O:14])[CH2:11][CH2:12]2)[CH2:2][CH2:3][CH2:4][CH2:5][CH2:6]1, predict the reactants needed to synthesize it.